From a dataset of Reaction yield outcomes from USPTO patents with 853,638 reactions. Predict the reaction yield, written as a fraction of the theoretical maximum amount of product (1.0 means a 100% yield; for example, 0.34 means a 34% yield). (1) The reactants are Br[C:2]1[CH:3]=[C:4]2[C:8](=[CH:9][C:10]=1[F:11])[NH:7][N:6]=[C:5]2[C:12]([OH:14])=[O:13].CC1(C)COB([C:22]2[CH:27]=[CH:26][C:25]([CH:28]3[CH2:33][CH2:32][O:31][CH2:30][CH2:29]3)=[CH:24][CH:23]=2)OC1.C(=O)([O-])[O-].[K+].[K+].Cl. The catalyst is C1C=CC(P(C2C=CC=CC=2)[C-]2C=CC=C2)=CC=1.C1C=CC(P(C2C=CC=CC=2)[C-]2C=CC=C2)=CC=1.Cl[Pd]Cl.[Fe+2].C1(C)C=CC=CC=1.C(O)C. The product is [F:11][C:10]1[CH:9]=[C:8]2[C:4]([C:5]([C:12]([OH:14])=[O:13])=[N:6][NH:7]2)=[CH:3][C:2]=1[C:22]1[CH:23]=[CH:24][C:25]([CH:28]2[CH2:29][CH2:30][O:31][CH2:32][CH2:33]2)=[CH:26][CH:27]=1. The yield is 0.110. (2) The reactants are [N+:1]([C:4]1[N:9]=[CH:8][C:7]([O:10][C:11]2[CH:16]=[CH:15][N:14]=[C:13]([NH:17][C:18]([CH:20]3[CH2:22][CH2:21]3)=[O:19])[CH:12]=2)=[CH:6][CH:5]=1)([O-])=O.O.NN. The catalyst is CO.[Ni]. The product is [NH2:1][C:4]1[N:9]=[CH:8][C:7]([O:10][C:11]2[CH:16]=[CH:15][N:14]=[C:13]([NH:17][C:18]([CH:20]3[CH2:21][CH2:22]3)=[O:19])[CH:12]=2)=[CH:6][CH:5]=1. The yield is 0.870. (3) The reactants are [Cl-].O[NH3+:3].[C:4](=[O:7])([O-])[OH:5].[Na+].CS(C)=O.[CH2:13]([C:17]1[N:21]([CH2:22][C:23]2[CH:28]=[CH:27][C:26]([C:29]3[C:30]([C:35]#[N:36])=[CH:31][CH:32]=[CH:33][CH:34]=3)=[CH:25][CH:24]=2)[C:20](=[O:37])[N:19]([C:38]2[CH:39]=[CH:40][C:41]3[O:45][C:44]([CH3:47])([CH3:46])[CH2:43][C:42]=3[CH:48]=2)[N:18]=1)[CH2:14][CH2:15][CH3:16]. The catalyst is C(OCC)(=O)C. The product is [CH2:13]([C:17]1[N:21]([CH2:22][C:23]2[CH:24]=[CH:25][C:26]([C:29]3[CH:34]=[CH:33][CH:32]=[CH:31][C:30]=3[C:35]3[NH:3][C:4](=[O:7])[O:5][N:36]=3)=[CH:27][CH:28]=2)[C:20](=[O:37])[N:19]([C:38]2[CH:39]=[CH:40][C:41]3[O:45][C:44]([CH3:47])([CH3:46])[CH2:43][C:42]=3[CH:48]=2)[N:18]=1)[CH2:14][CH2:15][CH3:16]. The yield is 0.380. (4) The reactants are C(OC([N:8]1[CH2:12][CH2:11][CH2:10][C@H:9]1[CH2:13][O:14][C:15]1[CH:20]=[CH:19][C:18]([CH2:21][C:22]2[CH:27]=[CH:26][C:25]([Cl:28])=[CH:24][CH:23]=2)=[CH:17][CH:16]=1)=O)(C)(C)C.Cl. The catalyst is O1CCOCC1. The product is [ClH:28].[Cl:28][C:25]1[CH:26]=[CH:27][C:22]([CH2:21][C:18]2[CH:19]=[CH:20][C:15]([O:14][CH2:13][C@@H:9]3[CH2:10][CH2:11][CH2:12][NH:8]3)=[CH:16][CH:17]=2)=[CH:23][CH:24]=1. The yield is 0.670. (5) The reactants are Br[C:2]1[CH:3]=[C:4]([C:14]([NH:16][CH2:17][C:18]2[C:19](=[O:26])[NH:20][C:21]([CH3:25])=[CH:22][C:23]=2[CH3:24])=[O:15])[C:5]2[CH:10]=[N:9][N:8]([CH:11]([CH3:13])[CH3:12])[C:6]=2[N:7]=1.[CH3:27][N:28]1[CH2:33][CH2:32][N:31]([C:34]([C:36]2[CH:41]=[CH:40][C:39](B3OC(C)(C)C(C)(C)O3)=[CH:38][CH:37]=2)=[O:35])[CH2:30][CH2:29]1.C([O-])([O-])=O.[Na+].[Na+].CCOC(C)=O. The catalyst is O1CCOCC1.O.C1C=CC([P]([Pd]([P](C2C=CC=CC=2)(C2C=CC=CC=2)C2C=CC=CC=2)([P](C2C=CC=CC=2)(C2C=CC=CC=2)C2C=CC=CC=2)[P](C2C=CC=CC=2)(C2C=CC=CC=2)C2C=CC=CC=2)(C2C=CC=CC=2)C2C=CC=CC=2)=CC=1. The product is [CH3:24][C:23]1[CH:22]=[C:21]([CH3:25])[NH:20][C:19](=[O:26])[C:18]=1[CH2:17][NH:16][C:14]([C:4]1[C:5]2[CH:10]=[N:9][N:8]([CH:11]([CH3:13])[CH3:12])[C:6]=2[N:7]=[C:2]([C:39]2[CH:38]=[CH:37][C:36]([C:34]([N:31]3[CH2:32][CH2:33][N:28]([CH3:27])[CH2:29][CH2:30]3)=[O:35])=[CH:41][CH:40]=2)[CH:3]=1)=[O:15]. The yield is 0.330.